This data is from Peptide-MHC class I binding affinity with 185,985 pairs from IEDB/IMGT. The task is: Regression. Given a peptide amino acid sequence and an MHC pseudo amino acid sequence, predict their binding affinity value. This is MHC class I binding data. The peptide sequence is SLAALIVGLVFAL. The MHC is HLA-A02:02 with pseudo-sequence HLA-A02:02. The binding affinity (normalized) is 0.599.